This data is from Catalyst prediction with 721,799 reactions and 888 catalyst types from USPTO. The task is: Predict which catalyst facilitates the given reaction. (1) Reactant: [F:1][C:2]1[CH:10]=[N:9][CH:8]=[CH:7][C:3]=1[C:4]([OH:6])=O.C1N=CN(C(N2C=NC=C2)=O)C=1.[C:23]([O:29][CH2:30][CH3:31])(=[O:28])[CH2:24]C([O-])=O.[K+].[Cl-].[Mg+2].[Cl-].Cl. Product: [F:1][C:2]1[CH:10]=[N:9][CH:8]=[CH:7][C:3]=1[C:4](=[O:6])[CH2:24][C:23]([O:29][CH2:30][CH3:31])=[O:28]. The catalyst class is: 20. (2) Reactant: N1C=CN=C1.[OH:6][CH2:7][C:8]1[CH:13]=[CH:12][CH:11]=[C:10]([C:14]([OH:17])([CH3:16])[CH3:15])[N:9]=1.[Si:18](Cl)([C:21]([CH3:24])([CH3:23])[CH3:22])([CH3:20])[CH3:19]. Product: [Si:18]([O:6][CH2:7][C:8]1[CH:13]=[CH:12][CH:11]=[C:10]([C:14]([OH:17])([CH3:15])[CH3:16])[N:9]=1)([C:21]([CH3:24])([CH3:23])[CH3:22])([CH3:20])[CH3:19]. The catalyst class is: 3. (3) Reactant: [F:1][C:2]([F:22])([F:21])[C:3]1[CH:8]=[CH:7][C:6]([PH:9](=[O:20])[C:10]2[CH:15]=[CH:14][C:13]([C:16]([F:19])([F:18])[F:17])=[CH:12][CH:11]=2)=[CH:5][CH:4]=1.Br[CH:24]=[CH2:25].CCN(CC)CC. Product: [F:22][C:2]([F:21])([F:1])[C:3]1[CH:4]=[CH:5][C:6]([P:9](=[O:20])([C:10]2[CH:11]=[CH:12][C:13]([C:16]([F:17])([F:18])[F:19])=[CH:14][CH:15]=2)[CH:24]=[CH2:25])=[CH:7][CH:8]=1. The catalyst class is: 109.